This data is from Catalyst prediction with 721,799 reactions and 888 catalyst types from USPTO. The task is: Predict which catalyst facilitates the given reaction. (1) Reactant: C(=O)([O-])[O-].[K+].[K+].[CH2:7]([O:14][C:15]1[CH:20]=[CH:19][C:18]([O:21]C(=O)C)=[CH:17][C:16]=1[N+:25]([O-:27])=[O:26])[C:8]1[CH:13]=[CH:12][CH:11]=[CH:10][CH:9]=1.C(OCC)(=O)C. Product: [CH2:7]([O:14][C:15]1[CH:20]=[CH:19][C:18]([OH:21])=[CH:17][C:16]=1[N+:25]([O-:27])=[O:26])[C:8]1[CH:9]=[CH:10][CH:11]=[CH:12][CH:13]=1. The catalyst class is: 92. (2) Reactant: C(#N)C.Cl[CH2:5][C:6]1[S:10][C:9]([C:11]2[CH:16]=[CH:15][C:14]([C:17]([F:20])([F:19])[F:18])=[CH:13][CH:12]=2)=[N:8][C:7]=1[CH3:21].[C:22]([O:26][C:27]([N:29]1[CH2:38][CH2:37][C:36]2[C:31](=[C:32]([CH2:40][CH2:41][C:42]([O:44][CH3:45])=[O:43])[CH:33]=[CH:34][C:35]=2[OH:39])[CH2:30]1)=[O:28])([CH3:25])([CH3:24])[CH3:23].C([O-])([O-])=O.[Cs+].[Cs+]. Product: [C:22]([O:26][C:27]([N:29]1[CH2:38][CH2:37][C:36]2[C:31](=[C:32]([CH2:40][CH2:41][C:42]([O:44][CH3:45])=[O:43])[CH:33]=[CH:34][C:35]=2[O:39][CH2:5][C:6]2[S:10][C:9]([C:11]3[CH:16]=[CH:15][C:14]([C:17]([F:20])([F:19])[F:18])=[CH:13][CH:12]=3)=[N:8][C:7]=2[CH3:21])[CH2:30]1)=[O:28])([CH3:25])([CH3:24])[CH3:23]. The catalyst class is: 6. (3) Reactant: [C:1]([Si:5]([O:8]/[C:9](/[C:12]1[CH:17]=[CH:16][CH:15]=[C:14]([Cl:18])[CH:13]=1)=[CH:10]\[CH3:11])([CH3:7])[CH3:6])([CH3:4])([CH3:3])[CH3:2].Cl[CH:20](C)CC(C1C=CC=CC=1)=O.[Si](OS(C(F)(F)F)(=O)=O)(C(C)(C)C)(C)C.CCN(CC)CC. Product: [C:1]([Si:5]([O:8]/[C:9](/[C:12]1[CH:17]=[CH:16][CH:15]=[C:14]([Cl:18])[CH:13]=1)=[CH:10]\[CH2:11][CH3:20])([CH3:7])[CH3:6])([CH3:2])([CH3:3])[CH3:4]. The catalyst class is: 2. (4) Reactant: [Cl-].[Na+].[OH:3][C:4]1[C:10]2=[N:11][CH:12]=[CH:13][CH:14]=[C:9]2[CH2:8][CH:7]([C:15]2[CH:20]=[CH:19][CH:18]=[CH:17][CH:16]=2)[O:6][C:5]=1C(OC)=O. Product: [C:15]1([CH:7]2[O:6][CH2:5][C:4](=[O:3])[C:10]3=[N:11][CH:12]=[CH:13][CH:14]=[C:9]3[CH2:8]2)[CH:16]=[CH:17][CH:18]=[CH:19][CH:20]=1. The catalyst class is: 58.